This data is from Catalyst prediction with 721,799 reactions and 888 catalyst types from USPTO. The task is: Predict which catalyst facilitates the given reaction. (1) Reactant: [CH3:1][O:2][C:3]1[C:4](=[O:19])[N:5]([C:9]2[CH:14]=[C:13]([C:15]([F:18])([F:17])[F:16])[CH:12]=[CH:11][N:10]=2)[C:6](=[O:8])[CH:7]=1.[Br:20]Br.C(N(CC)CC)C. Product: [Br:20][C:7]1[C:6](=[O:8])[N:5]([C:9]2[CH:14]=[C:13]([C:15]([F:18])([F:16])[F:17])[CH:12]=[CH:11][N:10]=2)[C:4](=[O:19])[C:3]=1[O:2][CH3:1]. The catalyst class is: 4. (2) Reactant: [C:1](O)(=[O:23])[CH2:2][CH2:3][CH2:4][CH2:5][CH2:6][CH2:7][CH2:8][CH2:9][CH2:10][CH2:11][CH2:12][CH2:13][CH2:14][CH2:15][CH2:16][CH2:17][CH2:18][CH2:19][C:20](O)=[O:21].C1COCC1.O.C([O-])(O)=O.[Na+]. Product: [CH2:20]([OH:21])[CH2:19][CH2:18][CH2:17][CH2:16][CH2:15][CH2:14][CH2:13][CH2:12][CH2:11][CH2:10][CH2:9][CH2:8][CH2:7][CH2:6][CH2:5][CH2:4][CH2:3][CH2:2][CH2:1][OH:23]. The catalyst class is: 6. (3) Reactant: [NH2:1][C:2]1[CH:3]=[C:4]([CH:7]=[CH:8][C:9]=1[NH2:10])[C:5]#[N:6].CCN=C=NCCCN(C)C.Cl.C1C=CC2N([OH:32])N=NC=2C=1.N1C=CN=C1CN(C[C:47]1[CH:70]=[CH:69][C:50]([CH2:51][N:52]([CH2:58][CH2:59][CH2:60][CH2:61]N(CCC)CCC)[CH2:53]CC(O)=O)=CC=1)CC1NC=CN=1. Product: [NH2:10][C:9]1[CH:8]=[CH:7][C:4]([C:5]#[N:6])=[CH:3][C:2]=1[NH:1][C:47](=[O:32])[CH2:70][CH2:69][CH2:50][CH2:51][N:52]1[CH2:53][CH2:61][CH2:60][CH2:59][CH2:58]1. The catalyst class is: 3. (4) Reactant: C([BH3-])#N.[Na+].[C:5]([C:7]1[CH:14]=[CH:13][C:10]([CH:11]=O)=[CH:9][CH:8]=1)#[N:6].[CH:15]([NH2:18])([CH3:17])[CH3:16].C(O)(=O)C. Product: [CH:15]([NH:18][CH2:11][C:10]1[CH:13]=[CH:14][C:7]([C:5]#[N:6])=[CH:8][CH:9]=1)([CH3:17])[CH3:16]. The catalyst class is: 5. (5) The catalyst class is: 7. Reactant: Br[C:2]1[CH:7]=[CH:6][C:5]([Cl:8])=[C:4]([O:9][CH3:10])[C:3]=1[F:11].C([Mg]Br)(C)C.C(O[B:21]1[O:25][C:24]([CH3:27])([CH3:26])[C:23]([CH3:29])([CH3:28])[O:22]1)(C)C. Product: [Cl:8][C:5]1[CH:6]=[CH:7][C:2]([B:21]2[O:25][C:24]([CH3:27])([CH3:26])[C:23]([CH3:29])([CH3:28])[O:22]2)=[C:3]([F:11])[C:4]=1[O:9][CH3:10].